The task is: Regression. Given a peptide amino acid sequence and an MHC pseudo amino acid sequence, predict their binding affinity value. This is MHC class II binding data.. This data is from Peptide-MHC class II binding affinity with 134,281 pairs from IEDB. (1) The peptide sequence is TLWQRPIVTIKIGGQLKEAL. The MHC is DRB1_0404 with pseudo-sequence DRB1_0404. The binding affinity (normalized) is 0.260. (2) The peptide sequence is YKDVDKPPFSGMTGC. The MHC is DRB5_0101 with pseudo-sequence DRB5_0101. The binding affinity (normalized) is 0.0360.